From a dataset of Reaction yield outcomes from USPTO patents with 853,638 reactions. Predict the reaction yield, written as a fraction of the theoretical maximum amount of product (1.0 means a 100% yield; for example, 0.34 means a 34% yield). The reactants are [Cl:1][C:2]1[N:7]=[C:6](Cl)[CH:5]=[CH:4][N:3]=1.C(N(C(C)C)C(C)C)C.[CH3:18][CH:19]([O:21][C:22]1[CH:23]=[C:24]([CH2:28][CH2:29][C:30]2[NH:34][N:33]=[C:32]([NH2:35])[CH:31]=2)[CH:25]=[CH:26][CH:27]=1)[CH3:20].O. The catalyst is C(O)C. The product is [Cl:1][C:2]1[N:7]=[C:6]([NH:35][C:32]2[CH:31]=[C:30]([CH2:29][CH2:28][C:24]3[CH:25]=[CH:26][CH:27]=[C:22]([O:21][CH:19]([CH3:20])[CH3:18])[CH:23]=3)[NH:34][N:33]=2)[CH:5]=[CH:4][N:3]=1. The yield is 0.290.